The task is: Predict the reaction yield, written as a fraction of the theoretical maximum amount of product (1.0 means a 100% yield; for example, 0.34 means a 34% yield).. This data is from Reaction yield outcomes from USPTO patents with 853,638 reactions. (1) The reactants are [Cl:1][C:2]1[CH:7]=[C:6]([Cl:8])[CH:5]=[CH:4][C:3]=1[N:9]1[C:14]2=[N:15][C:16]3[C:17](=[C:18]([C:22]([N:24]([CH2:27][CH3:28])[CH2:25][CH3:26])=O)[CH:19]=[CH:20][CH:21]=3)[N:13]2[CH2:12][CH2:11][CH2:10]1.[B].O1CCCC1. The catalyst is [Cl-].[NH4+]. The product is [Cl:1][C:2]1[CH:7]=[C:6]([Cl:8])[CH:5]=[CH:4][C:3]=1[N:9]1[C:14]2=[N:15][C:16]3[CH:21]=[CH:20][CH:19]=[C:18]([CH2:22][N:24]([CH2:27][CH3:28])[CH2:25][CH3:26])[C:17]=3[N:13]2[CH2:12][CH2:11][CH2:10]1. The yield is 0.420. (2) The reactants are [Cl:1][C:2]1[C:10]2[N:9]=[C:8]3[N:11]([C:15]4[CH:20]=[CH:19][C:18]([Cl:21])=[CH:17][C:16]=4[Cl:22])[CH2:12][CH2:13][CH2:14][N:7]3[C:6]=2[C:5]([CH:23]([OH:26])[CH2:24][CH3:25])=[CH:4][CH:3]=1.[C:27](O[C:27](=[O:31])[CH:28]([CH3:30])[CH3:29])(=[O:31])[CH:28]([CH3:30])[CH3:29].C(=O)(O)[O-].[Na+]. The catalyst is N1C=CC=CC=1. The product is [CH3:29][CH:28]([CH3:30])[C:27]([O:26][CH:23]([C:5]1[C:6]2[N:7]3[CH2:14][CH2:13][CH2:12][N:11]([C:15]4[CH:20]=[CH:19][C:18]([Cl:21])=[CH:17][C:16]=4[Cl:22])[C:8]3=[N:9][C:10]=2[C:2]([Cl:1])=[CH:3][CH:4]=1)[CH2:24][CH3:25])=[O:31]. The yield is 0.640. (3) The reactants are [Br:1][C:2]1[CH:3]=[CH:4][C:5]([CH3:12])=[C:6]([S:8](Cl)(=[O:10])=[O:9])[CH:7]=1.[CH2:13]([CH2:15][NH2:16])[OH:14]. No catalyst specified. The product is [Br:1][C:2]1[CH:3]=[CH:4][C:5]([CH3:12])=[C:6]([S:8]([NH:16][CH2:15][CH2:13][OH:14])(=[O:10])=[O:9])[CH:7]=1. The yield is 0.580. (4) The reactants are [N:1]1[CH:6]=[CH:5][CH:4]=[CH:3][C:2]=1[C:7]1[O:11][CH:10]=[N:9][CH:8]=1.[C:12]1([S:18][CH2:19][CH2:20][CH2:21][CH2:22][CH2:23][C:24](O)=[O:25])[CH:17]=[CH:16][CH:15]=[CH:14][CH:13]=1. No catalyst specified. The product is [C:12]1([S:18][CH2:19][CH2:20][CH2:21][CH2:22][CH2:23][C:24]([C:10]2[O:11][C:7]([C:2]3[CH:3]=[CH:4][CH:5]=[CH:6][N:1]=3)=[CH:8][N:9]=2)=[O:25])[CH:17]=[CH:16][CH:15]=[CH:14][CH:13]=1. The yield is 0.220. (5) The reactants are C(NC(C)C)(C)C.C([Li])CCC.CCCCCC.[N:19]1[CH:24]=[CH:23][C:22]([CH3:25])=[CH:21][CH:20]=1.CC1N([C:30]([C:32]2[C:37]([Cl:38])=[CH:36][CH:35]=[CH:34][CH:33]=2)=[O:31])C1. The catalyst is O1CCCC1.O. The product is [Cl:38][C:37]1[CH:36]=[CH:35][CH:34]=[CH:33][C:32]=1[C:30](=[O:31])[CH2:25][C:22]1[CH:23]=[CH:24][N:19]=[CH:20][CH:21]=1. The yield is 0.710.